Regression. Given a peptide amino acid sequence and an MHC pseudo amino acid sequence, predict their binding affinity value. This is MHC class I binding data. From a dataset of Peptide-MHC class I binding affinity with 185,985 pairs from IEDB/IMGT. The peptide sequence is TENLVIEGPT. The MHC is HLA-B40:02 with pseudo-sequence HLA-B40:02. The binding affinity (normalized) is 0.392.